From a dataset of Forward reaction prediction with 1.9M reactions from USPTO patents (1976-2016). Predict the product of the given reaction. Given the reactants Cl.[NH2:2]O.C([O-])(O)=O.[Na+].[F:9][C:10]([F:20])([F:19])[C:11]([CH3:18])([CH3:17])[C:12](=[O:16])[CH2:13][C:14]#[N:15].Cl.[OH-].[Na+], predict the reaction product. The product is: [F:9][C:10]([F:19])([F:20])[C:11]([C:12]1[O:16][N:15]=[C:14]([NH2:2])[CH:13]=1)([CH3:18])[CH3:17].